Predict the reactants needed to synthesize the given product. From a dataset of Full USPTO retrosynthesis dataset with 1.9M reactions from patents (1976-2016). (1) Given the product [CH2:12]([N:14]1[C:22]2[C:17](=[N:18][CH:19]=[C:20]([C:23]#[N:24])[CH:21]=2)[N:16]([C:25]2[CH:30]=[CH:29][C:28]([O:31][C:2]3[N:6]([CH3:7])[C:5]4[CH:8]=[CH:9][CH:10]=[CH:11][C:4]=4[N:3]=3)=[CH:27][CH:26]=2)[C:15]1=[O:32])[CH3:13], predict the reactants needed to synthesize it. The reactants are: Cl[C:2]1[N:6]([CH3:7])[C:5]2[CH:8]=[CH:9][CH:10]=[CH:11][C:4]=2[N:3]=1.[CH2:12]([N:14]1[C:22]2[C:17](=[N:18][CH:19]=[C:20]([C:23]#[N:24])[CH:21]=2)[N:16]([C:25]2[CH:30]=[CH:29][C:28]([OH:31])=[CH:27][CH:26]=2)[C:15]1=[O:32])[CH3:13].[H-].[Na+]. (2) Given the product [C:21]([NH:29][C:30]([N:7]1[C:6]2([C:2]3[S:1][CH:5]=[CH:4][CH:3]=3)[CH2:13][N:12]([C:14]([O:16][C:17]([CH3:20])([CH3:19])[CH3:18])=[O:15])[CH2:11][CH:10]2[CH2:9][O:8]1)=[S:31])(=[O:28])[C:22]1[CH:27]=[CH:26][CH:25]=[CH:24][CH:23]=1, predict the reactants needed to synthesize it. The reactants are: [S:1]1[CH:5]=[CH:4][CH:3]=[C:2]1[C:6]12[CH2:13][N:12]([C:14]([O:16][C:17]([CH3:20])([CH3:19])[CH3:18])=[O:15])[CH2:11][CH:10]1[CH2:9][O:8][NH:7]2.[C:21]([N:29]=[C:30]=[S:31])(=[O:28])[C:22]1[CH:27]=[CH:26][CH:25]=[CH:24][CH:23]=1. (3) Given the product [CH3:3][CH:2]([CH2:4][CH2:5][CH2:6][C@H:7]([C@@H:9]1[C@:26]2([CH3:27])[C@H:12]([C@H:13]3[C@H:23]([CH2:24][CH2:25]2)[C@:21]2([CH3:22])[C:16]([CH2:17][C@@H:18]([NH:28][CH2:29][CH2:30][CH2:31][NH:32][C:33](=[O:62])[CH2:34][CH2:35][NH:36][C:37](=[O:61])[CH2:38][CH2:39][NH:40][C:41](=[O:60])[CH2:42][CH2:43][CH2:44][CH2:45][CH2:46][NH:47][C:48]4[C:53]5=[N:54][O:55][N:56]=[C:52]5[C:51]([N+:57]([O-:59])=[O:58])=[CH:50][CH:49]=4)[CH2:19][CH2:20]2)=[CH:15][CH2:14]3)[CH2:11][CH2:10]1)[CH3:8])[CH3:1], predict the reactants needed to synthesize it. The reactants are: [CH3:1][CH:2]([CH2:4][CH2:5][CH2:6][C@H:7]([C@@H:9]1[C@:26]2([CH3:27])[C@H:12]([C@H:13]3[C@H:23]([CH2:24][CH2:25]2)[C@:21]2([CH3:22])[C:16]([CH2:17][C@@H:18]([N:28](S(C4C=CC=CC=4[N+]([O-])=O)(=O)=O)[CH2:29][CH2:30][CH2:31][NH:32][C:33](=[O:62])[CH2:34][CH2:35][NH:36][C:37](=[O:61])[CH2:38][CH2:39][NH:40][C:41](=[O:60])[CH2:42][CH2:43][CH2:44][CH2:45][CH2:46][NH:47][C:48]4[C:53]5=[N:54][O:55][N:56]=[C:52]5[C:51]([N+:57]([O-:59])=[O:58])=[CH:50][CH:49]=4)[CH2:19][CH2:20]2)=[CH:15][CH2:14]3)[CH2:11][CH2:10]1)[CH3:8])[CH3:3].C([O-])([O-])=O.[K+].[K+].C1(S)C=CC=CC=1. (4) Given the product [NH2:13][C:10]1[CH:9]=[C:4]([CH:3]=[C:2]([Br:1])[C:11]=1[OH:12])[C:5]([O:7][CH3:8])=[O:6], predict the reactants needed to synthesize it. The reactants are: [Br:1][C:2]1[CH:3]=[C:4]([CH:9]=[C:10]([N+:13]([O-])=O)[C:11]=1[OH:12])[C:5]([O:7][CH3:8])=[O:6].[Sn](Cl)Cl.O. (5) Given the product [CH3:1][S:2][C:3]1[N:7]2[C:8]([C:16]([F:19])([F:17])[F:18])=[CH:9][CH:10]=[C:11]([C:12]([OH:14])=[O:13])[C:6]2=[N:5][N:4]=1, predict the reactants needed to synthesize it. The reactants are: [CH3:1][S:2][C:3]1[N:7]2[C:8]([C:16]([F:19])([F:18])[F:17])=[CH:9][CH:10]=[C:11]([C:12]([O:14]C)=[O:13])[C:6]2=[N:5][N:4]=1.[OH-].[Na+].Cl. (6) Given the product [Si:23]([O:30][C@H:31]1[C@H:35]2[O:36][CH2:37][C@@H:38]([O:39][C:7]3[N:6]([CH2:15][O:16][CH2:17][CH2:18][Si:19]([CH3:22])([CH3:21])[CH3:20])[C:5]4[C:9](=[N:10][C:2]([Cl:1])=[N:3][CH:4]=4)[N:8]=3)[C@H:34]2[O:33][CH2:32]1)([C:26]([CH3:29])([CH3:27])[CH3:28])([CH3:25])[CH3:24], predict the reactants needed to synthesize it. The reactants are: [Cl:1][C:2]1[N:10]=[C:9]2[C:5]([N:6]([CH2:15][O:16][CH2:17][CH2:18][Si:19]([CH3:22])([CH3:21])[CH3:20])[C:7](S(C)(=O)=O)=[N:8]2)=[CH:4][N:3]=1.[Si:23]([O:30][C@H:31]1[C@H:35]2[O:36][CH2:37][C@@H:38]([OH:39])[C@H:34]2[O:33][CH2:32]1)([C:26]([CH3:29])([CH3:28])[CH3:27])([CH3:25])[CH3:24].N12CCCC=C1CCCCN2. (7) Given the product [F:17][C:18]1[CH:19]=[CH:20][C:21]([N:24]2[C:32]3[C:27](=[CH:28][C:29]([O:33][C@H:34]([C:38]4[CH:43]=[CH:42][CH:41]=[C:40]([O:44][CH3:45])[CH:39]=4)[C@@H:35]([NH:37][C:7]([C:5]4[O:6][C:2]([CH3:1])=[N:3][N:4]=4)=[O:9])[CH3:36])=[CH:30][CH:31]=3)[CH:26]=[N:25]2)=[CH:22][CH:23]=1, predict the reactants needed to synthesize it. The reactants are: [CH3:1][C:2]1[O:6][C:5]([C:7]([O-:9])=O)=[N:4][N:3]=1.[K+].C(Cl)(=O)C(Cl)=O.[F:17][C:18]1[CH:23]=[CH:22][C:21]([N:24]2[C:32]3[C:27](=[CH:28][C:29]([O:33][C@H:34]([C:38]4[CH:43]=[CH:42][CH:41]=[C:40]([O:44][CH3:45])[CH:39]=4)[C@@H:35]([NH2:37])[CH3:36])=[CH:30][CH:31]=3)[CH:26]=[N:25]2)=[CH:20][CH:19]=1.C(N(CC)C(C)C)(C)C.N.